This data is from Forward reaction prediction with 1.9M reactions from USPTO patents (1976-2016). The task is: Predict the product of the given reaction. (1) Given the reactants [C:1]([O:5][C:6]([N:8]1[CH2:13][CH2:12][CH:11]([O:14][CH2:15][C:16]([OH:18])=O)[CH2:10][CH2:9]1)=[O:7])([CH3:4])([CH3:3])[CH3:2].C([N:21](CC)CC)C.C(OC(Cl)=O)C(C)C.N, predict the reaction product. The product is: [C:1]([O:5][C:6]([N:8]1[CH2:13][CH2:12][CH:11]([O:14][CH2:15][C:16](=[O:18])[NH2:21])[CH2:10][CH2:9]1)=[O:7])([CH3:4])([CH3:3])[CH3:2]. (2) Given the reactants [C:1]([O:5][C:6]([N:8]1[CH2:16][C:15]2[C:10](=[CH:11][C:12]([N:18]3[CH2:23][CH2:22][O:21][CH2:20][CH2:19]3)=[C:13](Cl)[CH:14]=2)[CH2:9]1)=[O:7])([CH3:4])([CH3:3])[CH3:2].[F-].[Cs+].[CH3:26][Sn](C)(C)C, predict the reaction product. The product is: [C:1]([O:5][C:6]([N:8]1[CH2:16][C:15]2[C:10](=[CH:11][C:12]([N:18]3[CH2:23][CH2:22][O:21][CH2:20][CH2:19]3)=[C:13]([CH3:26])[CH:14]=2)[CH2:9]1)=[O:7])([CH3:4])([CH3:3])[CH3:2]. (3) Given the reactants [NH2:1][CH2:2][C@@H:3]([OH:20])[CH2:4][N:5]1[CH2:10][CH2:9][CH:8]([O:11][C:12]2[CH:17]=[CH:16][C:15]([Cl:18])=[C:14]([Cl:19])[CH:13]=2)[CH2:7][CH2:6]1.[N:21]1[C:30]2[C:25](=[CH:26][C:27]([C:31](O)=[O:32])=[CH:28][CH:29]=2)[CH:24]=[CH:23][CH:22]=1, predict the reaction product. The product is: [Cl:19][C:14]1[CH:13]=[C:12]([CH:17]=[CH:16][C:15]=1[Cl:18])[O:11][CH:8]1[CH2:9][CH2:10][N:5]([CH2:4][C@H:3]([OH:20])[CH2:2][NH:1][C:31]([C:27]2[CH:26]=[C:25]3[C:30](=[CH:29][CH:28]=2)[N:21]=[CH:22][CH:23]=[CH:24]3)=[O:32])[CH2:6][CH2:7]1. (4) Given the reactants [CH3:1][O:2][C:3]1[CH:8]=[CH:7][C:6]([C:9]([CH3:13])([CH3:12])[CH2:10][OH:11])=[CH:5][CH:4]=1.[I:14]I, predict the reaction product. The product is: [I:14][C:4]1[CH:5]=[C:6]([C:9]([CH3:13])([CH3:12])[CH2:10][OH:11])[CH:7]=[CH:8][C:3]=1[O:2][CH3:1]. (5) Given the reactants [OH:1][C:2]1[CH:12]=[CH:11][CH:10]=[CH:9][C:3]=1[C:4]([N:6]([CH3:8])[CH3:7])=[O:5].[C:13]([O-:16])([O-])=O.[K+].[K+].O[C:20]1N=[CH:27][CH:26]=[CH:25][C:21]=1[C:22](O)=O.[CH3:29]C(C)=O, predict the reaction product. The product is: [OH:16][CH2:13][C:27]1[CH:26]=[CH:25][C:21]([CH2:22][O:1][C:2]2[CH:12]=[CH:11][CH:10]=[CH:9][C:3]=2[C:4]([N:6]([CH3:8])[CH3:7])=[O:5])=[CH:20][CH:29]=1. (6) Given the reactants COC1C=CC(CN2C3=NC=CC(CO)=C3N=C2)=CC=1.[BH4-].[Na+].[CH3:23][O:24][C:25]1[CH:49]=[CH:48][C:28]([CH2:29][N:30]2[C:34]3=[N:35][C:36]([C:44]([F:47])([F:46])[F:45])=[CH:37][C:38]([C:39](OCC)=[O:40])=[C:33]3[N:32]=[CH:31]2)=[CH:27][CH:26]=1, predict the reaction product. The product is: [CH3:23][O:24][C:25]1[CH:26]=[CH:27][C:28]([CH2:29][N:30]2[C:34]3=[N:35][C:36]([C:44]([F:47])([F:45])[F:46])=[CH:37][C:38]([CH2:39][OH:40])=[C:33]3[N:32]=[CH:31]2)=[CH:48][CH:49]=1.